This data is from Forward reaction prediction with 1.9M reactions from USPTO patents (1976-2016). The task is: Predict the product of the given reaction. (1) Given the reactants [OH:1][C:2]([C:32]([F:35])([F:34])[F:33])([CH2:15][C:16]([C:19]1[CH:24]=[C:23]([C:25]2[CH:29]=[CH:28][S:27][CH:26]=2)[CH:22]=[CH:21][C:20]=1[O:30]C)([CH3:18])[CH3:17])[CH2:3][N:4]1[C:13]2[C:8](=[CH:9][CH:10]=[CH:11][CH:12]=2)[C:7](=[O:14])[CH:6]=[CH:5]1.B(Br)(Br)Br, predict the reaction product. The product is: [OH:1][C:2]([C:32]([F:35])([F:34])[F:33])([CH2:15][C:16]([C:19]1[CH:24]=[C:23]([C:25]2[CH:29]=[CH:28][S:27][CH:26]=2)[CH:22]=[CH:21][C:20]=1[OH:30])([CH3:18])[CH3:17])[CH2:3][N:4]1[C:13]2[C:8](=[CH:9][CH:10]=[CH:11][CH:12]=2)[C:7](=[O:14])[CH:6]=[CH:5]1. (2) Given the reactants Br[C:2]1[CH:3]=[C:4]([C:8]2([C:19]3[CH:24]=[CH:23][N:22]=[C:21]([C:25]([F:28])([F:27])[F:26])[CH:20]=3)[C:16]3[C:11](=[C:12]([F:17])[CH:13]=[CH:14][CH:15]=3)[C:10]([NH2:18])=[N:9]2)[CH:5]=[CH:6][CH:7]=1.[C:29]([C:31]1[CH:32]=[C:33](B(O)O)[CH:34]=[N:35][CH:36]=1)#[N:30].C([O-])([O-])=O.[K+].[K+], predict the reaction product. The product is: [NH2:18][C:10]1[C:11]2[C:16](=[CH:15][CH:14]=[CH:13][C:12]=2[F:17])[C:8]([C:4]2[CH:3]=[C:2]([C:33]3[CH:34]=[N:35][CH:36]=[C:31]([CH:32]=3)[C:29]#[N:30])[CH:7]=[CH:6][CH:5]=2)([C:19]2[CH:24]=[CH:23][N:22]=[C:21]([C:25]([F:26])([F:28])[F:27])[CH:20]=2)[N:9]=1.